This data is from NCI-60 drug combinations with 297,098 pairs across 59 cell lines. The task is: Regression. Given two drug SMILES strings and cell line genomic features, predict the synergy score measuring deviation from expected non-interaction effect. (1) Drug 1: C1=NC2=C(N=C(N=C2N1C3C(C(C(O3)CO)O)O)F)N. Drug 2: C(=O)(N)NO. Cell line: SN12C. Synergy scores: CSS=19.3, Synergy_ZIP=-7.02, Synergy_Bliss=-3.56, Synergy_Loewe=-27.5, Synergy_HSA=-4.71. (2) Drug 1: CC1C(C(CC(O1)OC2CC(CC3=C2C(=C4C(=C3O)C(=O)C5=C(C4=O)C(=CC=C5)OC)O)(C(=O)CO)O)N)O.Cl. Drug 2: CC1C(C(CC(O1)OC2CC(CC3=C2C(=C4C(=C3O)C(=O)C5=CC=CC=C5C4=O)O)(C(=O)C)O)N)O. Cell line: HS 578T. Synergy scores: CSS=63.4, Synergy_ZIP=-2.16, Synergy_Bliss=-0.700, Synergy_Loewe=3.86, Synergy_HSA=5.37. (3) Drug 1: CS(=O)(=O)CCNCC1=CC=C(O1)C2=CC3=C(C=C2)N=CN=C3NC4=CC(=C(C=C4)OCC5=CC(=CC=C5)F)Cl. Drug 2: COC1=C2C(=CC3=C1OC=C3)C=CC(=O)O2. Cell line: SK-MEL-5. Synergy scores: CSS=7.06, Synergy_ZIP=-1.77, Synergy_Bliss=0.251, Synergy_Loewe=-0.432, Synergy_HSA=1.03. (4) Drug 1: C1CCC(CC1)NC(=O)N(CCCl)N=O. Drug 2: C1=NC2=C(N=C(N=C2N1C3C(C(C(O3)CO)O)F)Cl)N. Cell line: HOP-62. Synergy scores: CSS=48.8, Synergy_ZIP=2.53, Synergy_Bliss=4.63, Synergy_Loewe=-14.7, Synergy_HSA=3.02. (5) Synergy scores: CSS=62.4, Synergy_ZIP=0.526, Synergy_Bliss=0.314, Synergy_Loewe=3.79, Synergy_HSA=6.22. Cell line: CAKI-1. Drug 1: CC(CN1CC(=O)NC(=O)C1)N2CC(=O)NC(=O)C2. Drug 2: C1=C(C(=O)NC(=O)N1)N(CCCl)CCCl. (6) Drug 1: CCC1=CC2CC(C3=C(CN(C2)C1)C4=CC=CC=C4N3)(C5=C(C=C6C(=C5)C78CCN9C7C(C=CC9)(C(C(C8N6C)(C(=O)OC)O)OC(=O)C)CC)OC)C(=O)OC.C(C(C(=O)O)O)(C(=O)O)O. Drug 2: CCCCC(=O)OCC(=O)C1(CC(C2=C(C1)C(=C3C(=C2O)C(=O)C4=C(C3=O)C=CC=C4OC)O)OC5CC(C(C(O5)C)O)NC(=O)C(F)(F)F)O. Cell line: SF-295. Synergy scores: CSS=33.9, Synergy_ZIP=-8.49, Synergy_Bliss=-4.79, Synergy_Loewe=-3.75, Synergy_HSA=-3.04. (7) Drug 1: CCCCCOC(=O)NC1=NC(=O)N(C=C1F)C2C(C(C(O2)C)O)O. Synergy scores: CSS=-2.96, Synergy_ZIP=1.68, Synergy_Bliss=0.978, Synergy_Loewe=-2.27, Synergy_HSA=-2.98. Drug 2: C1C(C(OC1N2C=NC3=C2NC=NCC3O)CO)O. Cell line: HL-60(TB). (8) Drug 1: C1=CC=C(C(=C1)C(C2=CC=C(C=C2)Cl)C(Cl)Cl)Cl. Drug 2: COC1=NC(=NC2=C1N=CN2C3C(C(C(O3)CO)O)O)N. Cell line: HCT116. Synergy scores: CSS=3.77, Synergy_ZIP=-1.23, Synergy_Bliss=-2.35, Synergy_Loewe=1.23, Synergy_HSA=-0.367. (9) Drug 1: C1CN1P(=S)(N2CC2)N3CC3. Drug 2: C1=NC2=C(N1)C(=S)N=CN2. Cell line: T-47D. Synergy scores: CSS=12.3, Synergy_ZIP=-5.88, Synergy_Bliss=-3.45, Synergy_Loewe=-3.56, Synergy_HSA=-2.64. (10) Drug 1: CCN(CC)CCNC(=O)C1=C(NC(=C1C)C=C2C3=C(C=CC(=C3)F)NC2=O)C. Drug 2: CC1CCCC2(C(O2)CC(NC(=O)CC(C(C(=O)C(C1O)C)(C)C)O)C(=CC3=CSC(=N3)C)C)C. Cell line: SF-295. Synergy scores: CSS=44.3, Synergy_ZIP=6.90, Synergy_Bliss=5.53, Synergy_Loewe=-27.8, Synergy_HSA=4.26.